This data is from Peptide-MHC class I binding affinity with 185,985 pairs from IEDB/IMGT. The task is: Regression. Given a peptide amino acid sequence and an MHC pseudo amino acid sequence, predict their binding affinity value. This is MHC class I binding data. (1) The peptide sequence is SPMLYQLLEA. The MHC is HLA-B53:01 with pseudo-sequence HLA-B53:01. The binding affinity (normalized) is 0.498. (2) The binding affinity (normalized) is 0.0847. The MHC is HLA-B46:01 with pseudo-sequence HLA-B46:01. The peptide sequence is VSIRGSHHK. (3) The peptide sequence is IEVKFHPIL. The MHC is HLA-B44:02 with pseudo-sequence HLA-B44:02. The binding affinity (normalized) is 0.0847. (4) The peptide sequence is AQRAAGPSV. The MHC is HLA-B15:01 with pseudo-sequence HLA-B15:01. The binding affinity (normalized) is 0.733. (5) The peptide sequence is KSLFNTIATLY. The MHC is HLA-A01:01 with pseudo-sequence HLA-A01:01. The binding affinity (normalized) is 0.360. (6) The peptide sequence is MTMPLSCTK. The MHC is HLA-A11:01 with pseudo-sequence HLA-A11:01. The binding affinity (normalized) is 0.907. (7) The peptide sequence is REFYLRVGF. The MHC is HLA-B27:05 with pseudo-sequence HLA-B27:05. The binding affinity (normalized) is 0.314. (8) The peptide sequence is ESRPFDLIK. The MHC is HLA-A33:01 with pseudo-sequence HLA-A33:01. The binding affinity (normalized) is 0.248.